From a dataset of Forward reaction prediction with 1.9M reactions from USPTO patents (1976-2016). Predict the product of the given reaction. The product is: [CH3:17][O:16][C:13]1[N:14]=[CH:15][C:10]2[CH2:9][N:8]([S:30]([CH3:29])(=[O:32])=[O:31])[CH2:19][CH2:18][C:11]=2[N:12]=1. Given the reactants C([N:8]1[CH2:19][CH2:18][C:11]2[N:12]=[C:13]([O:16][CH3:17])[N:14]=[CH:15][C:10]=2[CH2:9]1)C1C=CC=CC=1.CCN(C(C)C)C(C)C.[CH3:29][S:30](Cl)(=[O:32])=[O:31], predict the reaction product.